From a dataset of Experimentally validated miRNA-target interactions with 360,000+ pairs, plus equal number of negative samples. Binary Classification. Given a miRNA mature sequence and a target amino acid sequence, predict their likelihood of interaction. The miRNA is mmu-miR-466o-3p with sequence UACAUACAUGCACACAUAAGAC. The protein sequence of the target gene is MSKMKNPRTFEEQTECIVNSLLKDFRTPLSHAANRNLSGADEPCSGEDYSFDVAIIVGRLRILGDQFNGELEASANNIIAVTIGGQAGSTVLNDTVQSLSRTWCTQDPTLVFERAFLAVSVKLLEYVVRKAPNVARQVANYVTGMINGNTAIREFIQGQGGWENLES. Result: 1 (interaction).